From a dataset of Reaction yield outcomes from USPTO patents with 853,638 reactions. Predict the reaction yield, written as a fraction of the theoretical maximum amount of product (1.0 means a 100% yield; for example, 0.34 means a 34% yield). The product is [CH3:26][N:27]([CH3:37])[C:28](=[O:36])[CH2:29][N:30]1[CH2:31][CH2:32][N:33]([CH2:2][C:3]2[S:7][C:6]([C:8]3[NH:9][C:10]4[C:15]([CH:16]=3)=[CH:14][CH:13]=[CH:12][C:11]=4[NH:17][S:18]([C:21]3[S:22][CH:23]=[CH:24][CH:25]=3)(=[O:20])=[O:19])=[N:5][CH:4]=2)[CH2:34][CH2:35]1. The catalyst is CN(C)C=O. The yield is 0.690. The reactants are Cl[CH2:2][C:3]1[S:7][C:6]([C:8]2[NH:9][C:10]3[C:15]([CH:16]=2)=[CH:14][CH:13]=[CH:12][C:11]=3[NH:17][S:18]([C:21]2[S:22][CH:23]=[CH:24][CH:25]=2)(=[O:20])=[O:19])=[N:5][CH:4]=1.[CH3:26][N:27]([CH3:37])[C:28](=[O:36])[CH2:29][N:30]1[CH2:35][CH2:34][NH:33][CH2:32][CH2:31]1.C(N(CC)CC)C.O.